This data is from Forward reaction prediction with 1.9M reactions from USPTO patents (1976-2016). The task is: Predict the product of the given reaction. (1) Given the reactants C1(P(C2C=CC=CC=2)C2C=CC=CC=2)C=CC=CC=1.CCOC(/N=N/C(OCC)=O)=O.[CH3:32][C:33]1([CH3:41])[O:38][CH2:37][CH:36]([CH2:39][OH:40])[CH2:35][O:34]1.[CH3:42][C:43]1[CH:48]=[C:47]([C:49]2[N:53]=[C:52]([C:54]3[S:61][C:60]([CH3:62])=[C:59]4[C:55]=3[CH2:56][C@H:57]3[C:63]([CH3:65])([CH3:64])[C@H:58]34)[O:51][N:50]=2)[CH:46]=[C:45]([CH3:66])[C:44]=1O, predict the reaction product. The product is: [CH3:32][C:33]1([CH3:41])[O:38][CH2:37][CH:36]([CH2:39][O:40][C:44]2[C:45]([CH3:66])=[CH:46][C:47]([C:49]3[N:53]=[C:52]([C:54]4[S:61][C:60]([CH3:62])=[C:59]5[C:55]=4[CH2:56][C@H:57]4[C:63]([CH3:64])([CH3:65])[C@H:58]45)[O:51][N:50]=3)=[CH:48][C:43]=2[CH3:42])[CH2:35][O:34]1. (2) Given the reactants Br[C:2]1[CH:3]=[C:4]([CH:30]=[CH:31][CH:32]=1)[C:5]([NH:7][C@H:8]([CH:27]([CH3:29])[CH3:28])[C:9]([N:11]1[CH2:16][CH2:15][C@@:14]([C:18]2[CH:23]=[CH:22][C:21]([Cl:24])=[CH:20][CH:19]=2)([OH:17])[C:13]([CH3:26])([CH3:25])[CH2:12]1)=[O:10])=[O:6].[CH3:33][O:34][C:35]([C:37]1[CH:42]=[CH:41][C:40](B(O)O)=[CH:39][CH:38]=1)=[O:36].C(=O)([O-])[O-].[Cs+].[Cs+], predict the reaction product. The product is: [Cl:24][C:21]1[CH:22]=[CH:23][C:18]([C@@:14]2([OH:17])[CH2:15][CH2:16][N:11]([C:9](=[O:10])[C@H:8]([NH:7][C:5]([C:4]3[CH:3]=[C:2]([C:40]4[CH:41]=[CH:42][C:37]([C:35]([O:34][CH3:33])=[O:36])=[CH:38][CH:39]=4)[CH:32]=[CH:31][CH:30]=3)=[O:6])[CH:27]([CH3:29])[CH3:28])[CH2:12][C:13]2([CH3:26])[CH3:25])=[CH:19][CH:20]=1. (3) Given the reactants [C:1]([C:5]1[CH:20]=[CH:19][C:8]([CH2:9][NH:10][CH2:11][CH2:12][C:13]2[CH:18]=[CH:17][N:16]=[CH:15][CH:14]=2)=[CH:7][CH:6]=1)([CH3:4])([CH3:3])[CH3:2].[Cl:21][C:22]1[CH:23]=[C:24]2[C:28](=[C:29]([C:31](O)=[O:32])[CH:30]=1)[NH:27][CH:26]=[CH:25]2.CCN=C=NCCCN(C)C.Cl, predict the reaction product. The product is: [C:1]([C:5]1[CH:20]=[CH:19][C:8]([CH2:9][N:10]([CH2:11][CH2:12][C:13]2[CH:18]=[CH:17][N:16]=[CH:15][CH:14]=2)[C:31]([C:29]2[CH:30]=[C:22]([Cl:21])[CH:23]=[C:24]3[C:28]=2[NH:27][CH:26]=[CH:25]3)=[O:32])=[CH:7][CH:6]=1)([CH3:4])([CH3:2])[CH3:3]. (4) Given the reactants [CH:1]([O:4][C:5]1[CH:6]=[C:7]([OH:11])[CH:8]=[CH:9][CH:10]=1)([CH3:3])[CH3:2].[F:12][C:13]1[CH:14]=[C:15]([CH:25]([NH:27][C:28]([C:30]2[N:31]=[C:32](Cl)[O:33][CH:34]=2)=[O:29])[CH3:26])[CH:16]=[C:17]([F:24])[C:18]=1[NH:19][S:20]([CH3:23])(=[O:22])=[O:21].C([O-])([O-])=O.[K+].[K+], predict the reaction product. The product is: [F:24][C:17]1[CH:16]=[C:15]([CH:25]([NH:27][C:28]([C:30]2[N:31]=[C:32]([O:11][C:7]3[CH:8]=[CH:9][CH:10]=[C:5]([O:4][CH:1]([CH3:3])[CH3:2])[CH:6]=3)[O:33][CH:34]=2)=[O:29])[CH3:26])[CH:14]=[C:13]([F:12])[C:18]=1[NH:19][S:20]([CH3:23])(=[O:22])=[O:21]. (5) Given the reactants [Si](I)(C)(C)C.[CH:6]([C@H:9]1[CH2:14][CH2:13][C@H:12]([NH:15][C:16]2[C:25]3[C:20](=[CH:21][CH:22]=[CH:23][CH:24]=3)[C:19]([CH2:26][C:27]3[CH:28]=[N:29][C:30]([O:33]C)=[CH:31][CH:32]=3)=[N:18][N:17]=2)[CH2:11][CH2:10]1)([CH3:8])[CH3:7].C([O-])(O)=O.[Na+].O, predict the reaction product. The product is: [CH:6]([C@H:9]1[CH2:10][CH2:11][C@H:12]([NH:15][C:16]2[C:25]3[C:20](=[CH:21][CH:22]=[CH:23][CH:24]=3)[C:19]([CH2:26][C:27]3[CH:28]=[N:29][C:30]([OH:33])=[CH:31][CH:32]=3)=[N:18][N:17]=2)[CH2:13][CH2:14]1)([CH3:8])[CH3:7]. (6) Given the reactants [O:1]=[C:2]1[NH:7][CH2:6][CH2:5][N:4]([C:8]([O:10][C:11]([CH3:14])([CH3:13])[CH3:12])=[O:9])[CH2:3]1.[CH3:15][N:16]1[CH:20]=[C:19](I)[CH:18]=[N:17]1.C(O)CO.P([O-])([O-])([O-])=O.[K+].[K+].[K+], predict the reaction product. The product is: [CH3:15][N:16]1[CH:20]=[C:19]([N:7]2[CH2:6][CH2:5][N:4]([C:8]([O:10][C:11]([CH3:14])([CH3:13])[CH3:12])=[O:9])[CH2:3][C:2]2=[O:1])[CH:18]=[N:17]1.